Dataset: Reaction yield outcomes from USPTO patents with 853,638 reactions. Task: Predict the reaction yield, written as a fraction of the theoretical maximum amount of product (1.0 means a 100% yield; for example, 0.34 means a 34% yield). (1) The reactants are [C:1]12([N:11]=[C:12]=[O:13])[CH2:10][CH:5]3[CH2:6][CH:7]([CH2:9][CH:3]([CH2:4]3)[CH2:2]1)[CH2:8]2.[C:14]1([C:20]2[N:24]([C:25]3[CH:30]=[CH:29][C:28]([S:31]([NH2:34])(=[O:33])=[O:32])=[CH:27][CH:26]=3)[N:23]=[C:22](NC(NC3C=CC=C(C(F)(F)F)C=3)=O)[CH:21]=2)[CH:19]=[CH:18][CH:17]=[CH:16][CH:15]=1. No catalyst specified. The product is [C:1]12([NH:11][C:12](=[O:13])[NH:11][CH2:1][CH2:2][CH2:3][C:22]3[CH:21]=[C:20]([C:14]4[CH:19]=[CH:18][CH:17]=[CH:16][CH:15]=4)[N:24]([C:25]4[CH:26]=[CH:27][C:28]([S:31]([NH2:34])(=[O:33])=[O:32])=[CH:29][CH:30]=4)[N:23]=3)[CH2:10][CH:5]3[CH2:6][CH:7]([CH2:9][CH:3]([CH2:4]3)[CH2:2]1)[CH2:8]2. The yield is 0.840. (2) The reactants are [Br:1][C:2]1[CH:3]=[C:4]([NH:10][C:11]2[CH:16]=[CH:15][C:14]([N:17]3[CH2:22][CH2:21][NH:20][CH2:19][CH2:18]3)=[CH:13][N:12]=2)[C:5](=[O:9])[N:6]([CH3:8])[CH:7]=1.[O:23]1[CH2:26][C:25](=O)[CH2:24]1.[BH3-]C#N.[Na+].O. The catalyst is CO.[Cl-].[Zn+2].[Cl-]. The product is [Br:1][C:2]1[CH:3]=[C:4]([NH:10][C:11]2[CH:16]=[CH:15][C:14]([N:17]3[CH2:22][CH2:21][N:20]([CH:25]4[CH2:26][O:23][CH2:24]4)[CH2:19][CH2:18]3)=[CH:13][N:12]=2)[C:5](=[O:9])[N:6]([CH3:8])[CH:7]=1. The yield is 0.610. (3) The reactants are [ClH:1].[NH2:2][CH2:3][C:4]1([C:7]2[CH:12]=[CH:11][C:10]([C:13]3[C:14]4[C:15]5[CH:29]=[CH:28][S:27][C:16]=5[C:17](=[O:26])[NH:18][C:19]=4[C:20]([Br:25])=[CH:21][C:22]=3[O:23]C)=[CH:9][CH:8]=2)[CH2:6][CH2:5]1.BrB(Br)Br. No catalyst specified. The product is [ClH:1].[NH2:2][CH2:3][C:4]1([C:7]2[CH:8]=[CH:9][C:10]([C:13]3[C:14]4[C:15]5[CH:29]=[CH:28][S:27][C:16]=5[C:17](=[O:26])[NH:18][C:19]=4[C:20]([Br:25])=[CH:21][C:22]=3[OH:23])=[CH:11][CH:12]=2)[CH2:5][CH2:6]1. The yield is 0.540. (4) The reactants are [OH:1][CH2:2][C:3]([NH:6][C:7]1[S:8][C:9]2[CH2:19][CH2:18][C:17]3[C:12](=[CH:13][CH:14]=[C:15]([C:20]#[N:21])[CH:16]=3)[C:10]=2[N:11]=1)([CH3:5])[CH3:4].CCCCCC.[C:28](OCC)(=[O:30])C. No catalyst specified. The product is [CH3:4][C:3]1([CH3:5])[CH2:2][O:1][C:28](=[O:30])[N:6]1[C:7]1[S:8][C:9]2[CH2:19][CH2:18][C:17]3[C:12](=[CH:13][CH:14]=[C:15]([C:20]#[N:21])[CH:16]=3)[C:10]=2[N:11]=1. The yield is 0.930. (5) The reactants are [NH2:1][CH:2]1[CH2:7][CH2:6][N:5]([CH2:8][CH:9]2[C:13]3=[C:14]([F:22])[CH:15]=[N:16][C:17]4[CH:18]=[CH:19][C:20](=[O:21])[N:11]([C:12]=43)[CH2:10]2)[CH2:4][CH2:3]1.C(N(CC)CC)C.[Br:30][C:31]1[CH:39]=[CH:38][C:34]([C:35](Cl)=[O:36])=[CH:33][CH:32]=1.C(=O)(O)[O-].[Na+]. The catalyst is ClCCl. The product is [Br:30][C:31]1[CH:39]=[CH:38][C:34]([C:35]([NH:1][CH:2]2[CH2:7][CH2:6][N:5]([CH2:8][C@@H:9]3[C:13]4=[C:14]([F:22])[CH:15]=[N:16][C:17]5[CH:18]=[CH:19][C:20](=[O:21])[N:11]([C:12]=54)[CH2:10]3)[CH2:4][CH2:3]2)=[O:36])=[CH:33][CH:32]=1. The yield is 0.870. (6) The reactants are Br[C:2]1[N:22]([S:23]([C:26]2[CH:31]=[CH:30][CH:29]=[CH:28][CH:27]=2)(=[O:25])=[O:24])[C:5]2=[N:6][CH:7]=[C:8]([CH2:10][CH2:11][C:12]3[CH:17]=[C:16]([O:18][CH3:19])[CH:15]=[C:14]([O:20][CH3:21])[CH:13]=3)[N:9]=[C:4]2[CH:3]=1.ClCCl.C([O:39][C:40](=[O:56])[CH2:41][N:42]1[CH:46]=[C:45](B2OC(C)(C)C(C)(C)O2)[CH:44]=[N:43]1)(C)(C)C.P([O-])([O-])([O-])=O.[K+].[K+].[K+]. The catalyst is O.C1C=CC(P(C2C=CC=CC=2)[C-]2C=CC=C2)=CC=1.C1C=CC(P(C2C=CC=CC=2)[C-]2C=CC=C2)=CC=1.Cl[Pd]Cl.[Fe+2].O1CCOCC1. The product is [CH3:21][O:20][C:14]1[CH:13]=[C:12]([CH2:11][CH2:10][C:8]2[N:9]=[C:4]3[CH:3]=[C:2]([C:45]4[CH:44]=[N:43][N:42]([CH2:41][C:40]([OH:56])=[O:39])[CH:46]=4)[N:22]([S:23]([C:26]4[CH:31]=[CH:30][CH:29]=[CH:28][CH:27]=4)(=[O:25])=[O:24])[C:5]3=[N:6][CH:7]=2)[CH:17]=[C:16]([O:18][CH3:19])[CH:15]=1. The yield is 0.920.